Dataset: Full USPTO retrosynthesis dataset with 1.9M reactions from patents (1976-2016). Task: Predict the reactants needed to synthesize the given product. (1) Given the product [C:19]([N:4]1[C:5]2[CH:10]=[C:9]([CH:11]=[C:12]3[S:16][C:15](=[O:17])[NH:14][C:13]3=[O:18])[CH:8]=[CH:7][C:6]=2[O:1][CH2:2][CH2:3]1)(=[O:26])[C:20]1[CH:25]=[CH:24][CH:23]=[CH:22][CH:21]=1, predict the reactants needed to synthesize it. The reactants are: [O:1]1[C:6]2[CH:7]=[CH:8][C:9]([CH:11]=[C:12]3[S:16][C:15](=[O:17])[NH:14][C:13]3=[O:18])=[CH:10][C:5]=2[NH:4][CH2:3][CH2:2]1.[C:19](Cl)(=[O:26])[C:20]1[CH:25]=[CH:24][CH:23]=[CH:22][CH:21]=1.CCN(C(C)C)C(C)C.CCOC(C)=O. (2) The reactants are: [NH2:1][C:2]1[C:3]([O:16]C)=[C:4]([C:8]2[O:12][C:11]([C:13]([OH:15])=[O:14])=[CH:10][CH:9]=2)[CH:5]=[CH:6][CH:7]=1.B(Br)(Br)[Br:19]. Given the product [BrH:19].[NH2:1][C:2]1[C:3]([OH:16])=[C:4]([C:8]2[O:12][C:11]([C:13]([OH:15])=[O:14])=[CH:10][CH:9]=2)[CH:5]=[CH:6][CH:7]=1, predict the reactants needed to synthesize it. (3) Given the product [ClH:32].[CH3:29][N:28]([CH2:30][CH:35]([CH:44]([C:54]1[CH:59]=[CH:58][CH:57]=[CH:56][CH:55]=1)[CH2:45][CH2:46][CH2:47][C:48]1[CH:49]=[CH:50][CH:51]=[CH:52][CH:53]=1)[C:36]([C:38]1[CH:43]=[CH:42][CH:41]=[CH:40][CH:39]=1)=[O:37])[CH3:27], predict the reactants needed to synthesize it. The reactants are: C1(C=CC(C2C=CC=CC=2)=O)C=CC=CC=1.BrCCCC1C=CC=CC=1.[CH3:27][N+:28]([CH3:30])=[CH2:29].[I-].[ClH:32].CN(C)[C:35](C)([CH:44]([C:54]1[CH:59]=[CH:58][CH:57]=[CH:56][CH:55]=1)[CH2:45][CH2:46][CH2:47][C:48]1[CH:53]=[CH:52][CH:51]=[CH:50][CH:49]=1)[C:36]([C:38]1[CH:43]=[CH:42][CH:41]=[CH:40][CH:39]=1)=[O:37]. (4) Given the product [CH3:15][C:13]1([CH3:16])[C:12]([CH3:18])([CH3:17])[O:11][B:10]([CH:8]2[CH2:9][CH:3]2[C:4]([F:7])([F:6])[F:5])[O:14]1, predict the reactants needed to synthesize it. The reactants are: [N+](=[CH:3][C:4]([F:7])([F:6])[F:5])=[N-].[CH:8]([B:10]1[O:14][C:13]([CH3:16])([CH3:15])[C:12]([CH3:18])([CH3:17])[O:11]1)=[CH2:9]. (5) Given the product [N+:1]([C:4]1[CH:5]=[CH:6][C:7]([O:10][CH2:11][CH2:12][N:13]([CH3:14])[C:26](=[O:31])[C:27]([F:28])([F:29])[F:30])=[CH:8][CH:9]=1)([O-:3])=[O:2], predict the reactants needed to synthesize it. The reactants are: [N+:1]([C:4]1[CH:9]=[CH:8][C:7]([O:10][CH2:11][CH2:12][NH:13][CH3:14])=[CH:6][CH:5]=1)([O-:3])=[O:2].N1C=CC=CC=1.[F:28][C:27]([F:30])([F:29])[C:26](O[C:26](=[O:31])[C:27]([F:30])([F:29])[F:28])=[O:31].Cl. (6) Given the product [CH3:2][O:3][CH:4]1[CH2:8][C@@H:7]([NH:9][C:28]([C:23]2[NH:24][C:25]3[C:21]([CH:22]=2)=[CH:20][C:19]([Cl:18])=[CH:27][CH:26]=3)=[O:29])[C@H:6]([NH2:10])[CH2:5]1, predict the reactants needed to synthesize it. The reactants are: Cl.[CH3:2][O:3][CH:4]1[CH2:8][C@@H:7]([NH2:9])[C@H:6]([NH2:10])[CH2:5]1.C(N(CC)CC)C.[Cl:18][C:19]1[CH:20]=[C:21]2[C:25](=[CH:26][CH:27]=1)[NH:24][C:23]([C:28](OC1C=CC([N+]([O-])=O)=CC=1)=[O:29])=[CH:22]2. (7) The reactants are: [CH2:1]([CH:3]1[O:5][CH2:4]1)[Cl:2].[OH2:6].[OH-].[Na+].[SH2:9]. Given the product [Cl:2][CH2:1][CH:3]([OH:6])[CH2:4][S:9][CH2:4][CH:3]([OH:5])[CH2:1][Cl:2], predict the reactants needed to synthesize it.